This data is from Full USPTO retrosynthesis dataset with 1.9M reactions from patents (1976-2016). The task is: Predict the reactants needed to synthesize the given product. (1) Given the product [CH2:39]([N:41]([CH2:42][CH3:43])[CH2:2][CH2:3][CH2:4][S:5]([N:8]1[CH2:13][CH2:12][CH:11]([C:14]2[C:22]3[C:17](=[C:18]([C:30]([NH2:32])=[O:31])[CH:19]=[C:20]([C:23]4[CH:28]=[CH:27][CH:26]=[C:25]([F:29])[CH:24]=4)[CH:21]=3)[NH:16][N:15]=2)[CH2:10][CH2:9]1)(=[O:7])=[O:6])[CH3:40], predict the reactants needed to synthesize it. The reactants are: Cl[CH2:2][CH2:3][CH2:4][S:5]([N:8]1[CH2:13][CH2:12][CH:11]([C:14]2[C:22]3[C:17](=[C:18]([C:30]([NH2:32])=[O:31])[CH:19]=[C:20]([C:23]4[CH:28]=[CH:27][CH:26]=[C:25]([F:29])[CH:24]=4)[CH:21]=3)[NH:16][N:15]=2)[CH2:10][CH2:9]1)(=[O:7])=[O:6].C([O-])([O-])=O.[K+].[K+].[CH2:39]([NH:41][CH2:42][CH3:43])[CH3:40]. (2) Given the product [CH:25]([O:27][CH2:28][CH2:29][O:30][NH:31][C:3]([C:5]1[CH:10]=[CH:9][N:8]2[CH:11]=[N:12][CH:13]=[C:7]2[C:6]=1[NH:14][C:15]1[CH:20]=[CH:19][C:18]([I:21])=[CH:17][C:16]=1[F:22])=[O:4])=[CH2:26], predict the reactants needed to synthesize it. The reactants are: CO[C:3]([C:5]1[CH:10]=[CH:9][N:8]2[CH:11]=[N:12][CH:13]=[C:7]2[C:6]=1[NH:14][C:15]1[CH:20]=[CH:19][C:18]([I:21])=[CH:17][C:16]=1[F:22])=[O:4].[OH-].[Na+].[CH:25]([O:27][CH2:28][CH2:29][O:30][NH2:31])=[CH2:26].CCN=C=NCCCN(C)C.C1C=CC2N(O)N=NC=2C=1. (3) Given the product [CH3:23][CH:22]([CH3:25])[CH2:20][NH:24][C:15]([CH:14]1[CH2:13][CH2:12][CH2:11][CH2:10][C:9]1([OH:16])[C:7](=[O:8])[C:6]1[CH:18]=[CH:19][C:3]([O:2][CH3:1])=[CH:4][CH:5]=1)=[O:17], predict the reactants needed to synthesize it. The reactants are: [CH3:1][O:2][C:3]1[CH:19]=[CH:18][C:6]([C:7]([C:9]23[O:16][C:15](=[O:17])[CH:14]2[CH2:13][CH2:12][CH2:11][CH2:10]3)=[O:8])=[CH:5][CH:4]=1.[CH:20]([NH2:24])([CH2:22][CH3:23])C.[CH3:25]OC(C)(C)C.